Dataset: Reaction yield outcomes from USPTO patents with 853,638 reactions. Task: Predict the reaction yield, written as a fraction of the theoretical maximum amount of product (1.0 means a 100% yield; for example, 0.34 means a 34% yield). The reactants are [Cl:1][C:2]1[CH:3]=[C:4]([CH:9]=[C:10]([O:12][CH3:13])[CH:11]=1)[CH2:5][N:6]=[N+]=[N-].[H-].[H-].[H-].[H-].[Li+].[Al+3].C(OCC)(=O)C.[OH-].[Na+]. The catalyst is C1COCC1.O. The product is [Cl:1][C:2]1[CH:3]=[C:4]([CH:9]=[C:10]([O:12][CH3:13])[CH:11]=1)[CH2:5][NH2:6]. The yield is 0.920.